Dataset: Reaction yield outcomes from USPTO patents with 853,638 reactions. Task: Predict the reaction yield, written as a fraction of the theoretical maximum amount of product (1.0 means a 100% yield; for example, 0.34 means a 34% yield). (1) The yield is 0.600. The catalyst is CN(C=O)C.CO. The reactants are [OH:1][NH2:2].C([O:5][C:6](=O)[CH2:7][CH2:8][CH2:9][CH2:10][CH2:11][CH2:12][N:13]([C:20]1[CH:25]=[CH:24][C:23]([O:26][CH3:27])=[CH:22][N:21]=1)[C:14]1[CH:19]=[CH:18][CH:17]=[CH:16][N:15]=1)C. The product is [OH:1][NH:2][C:6](=[O:5])[CH2:7][CH2:8][CH2:9][CH2:10][CH2:11][CH2:12][N:13]([C:20]1[CH:25]=[CH:24][C:23]([O:26][CH3:27])=[CH:22][N:21]=1)[C:14]1[CH:19]=[CH:18][CH:17]=[CH:16][N:15]=1. (2) The reactants are [F:1][C:2]1[CH:3]=[C:4]([CH:31]=[C:32]([F:34])[CH:33]=1)[CH2:5][NH:6][C:7]1[CH:12]=[C:11]([NH:13][C:14]2[CH:19]=[CH:18][C:17]([N:20]3[CH2:25][CH2:24][CH:23]([OH:26])[CH2:22][CH2:21]3)=[CH:16][CH:15]=2)[N:10]=[CH:9][C:8]=1[CH2:27][C:28]([NH2:30])=[O:29].C[N+]1([O-])CCOCC1.O. The catalyst is CN(C)C=O.[Ru]([O-])(=O)(=O)=O.C([N+](CCC)(CCC)CCC)CC. The product is [F:1][C:2]1[CH:3]=[C:4]([CH:31]=[C:32]([F:34])[CH:33]=1)[CH2:5][NH:6][C:7]1[CH:12]=[C:11]([NH:13][C:14]2[CH:15]=[CH:16][C:17]([N:20]3[CH2:21][CH2:22][C:23](=[O:26])[CH2:24][CH2:25]3)=[CH:18][CH:19]=2)[N:10]=[CH:9][C:8]=1[CH2:27][C:28]([NH2:30])=[O:29]. The yield is 0.100.